From a dataset of Catalyst prediction with 721,799 reactions and 888 catalyst types from USPTO. Predict which catalyst facilitates the given reaction. (1) Reactant: [NH2:1][C:2]1[CH:3]=[CH:4][C:5]2[S:9][C:8]([NH:10][C:11](=[O:18])[C:12]3[CH:17]=[CH:16][CH:15]=[CH:14][CH:13]=3)=[N:7][C:6]=2[CH:19]=1.Cl[C:21]1[N:29]=[CH:28][N:27]=[C:26]2[C:22]=1[NH:23][CH:24]=[N:25]2. Product: [N:29]1[C:21]([NH:1][C:2]2[CH:3]=[CH:4][C:5]3[S:9][C:8]([NH:10][C:11](=[O:18])[C:12]4[CH:17]=[CH:16][CH:15]=[CH:14][CH:13]=4)=[N:7][C:6]=3[CH:19]=2)=[C:22]2[C:26]([N:25]=[CH:24][NH:23]2)=[N:27][CH:28]=1. The catalyst class is: 8. (2) Reactant: [NH2:1][C:2]1[CH:7]=[CH:6][C:5]([CH2:8][C:9]([O:11]CC)=[O:10])=[CH:4][C:3]=1[OH:14].[C:15]1([CH3:24])[C:16]([N:21]=[C:22]=S)=[CH:17][CH:18]=[CH:19][CH:20]=1.C1(N=C=NC2CCCCC2)CCCCC1. Product: [C:15]1([CH3:24])[CH:20]=[CH:19][CH:18]=[CH:17][C:16]=1[NH:21][C:22]1[O:14][C:3]2[CH:4]=[C:5]([CH2:8][C:9]([OH:11])=[O:10])[CH:6]=[CH:7][C:2]=2[N:1]=1. The catalyst class is: 8. (3) Reactant: [H-].[Na+].Br[CH2:4][CH2:5][CH2:6][CH2:7][CH2:8]Br.[N+:10]([CH2:12][S:13][C:14]1[CH:19]=[CH:18][CH:17]=[CH:16][C:15]=1[O:20][CH3:21])#[C-:11]. Product: [N+:10]([C:12]1([S:13][C:14]2[CH:19]=[CH:18][CH:17]=[CH:16][C:15]=2[O:20][CH3:21])[CH2:8][CH2:7][CH2:6][CH2:5][CH2:4]1)#[C-:11]. The catalyst class is: 3. (4) Product: [F:19][C:16]1[CH:17]=[CH:18][C:13]([C:12]2[C:7]([C:6]([NH2:5])=[O:27])=[CH:8][N:9]=[C:10]([N:21]3[CH2:26][CH2:25][S:24][CH2:23][CH2:22]3)[CH:11]=2)=[C:14]([CH3:20])[CH:15]=1. The catalyst class is: 11. Reactant: C([NH:5][C:6](=[O:27])[C:7]1[C:12]([C:13]2[CH:18]=[CH:17][C:16]([F:19])=[CH:15][C:14]=2[CH3:20])=[CH:11][C:10]([N:21]2[CH2:26][CH2:25][S:24][CH2:23][CH2:22]2)=[N:9][CH:8]=1)(C)(C)C.CS(O)(=O)=O. (5) Reactant: [Cl:1][C:2]1[CH:7]=[CH:6][C:5]([C:8]2([CH3:34])[C:12]([C:14]3[CH:19]=[CH:18][C:17]([Cl:20])=[CH:16][CH:15]=3)([CH3:13])[NH:11][C:10]([C:21]3[CH:26]=[CH:25][C:24]([C:27]([CH3:30])([CH3:29])[CH3:28])=[CH:23][C:22]=3[O:31][CH2:32][CH3:33])=[N:9]2)=[CH:4][CH:3]=1.C(N(CC)CC)C.[C:42](Cl)([Cl:44])=[O:43]. Product: [Cl:1][C:2]1[CH:3]=[CH:4][C:5]([C:8]2([CH3:34])[C:12]([C:14]3[CH:15]=[CH:16][C:17]([Cl:20])=[CH:18][CH:19]=3)([CH3:13])[N:11]([C:42]([Cl:44])=[O:43])[C:10]([C:21]3[CH:26]=[CH:25][C:24]([C:27]([CH3:28])([CH3:30])[CH3:29])=[CH:23][C:22]=3[O:31][CH2:32][CH3:33])=[N:9]2)=[CH:6][CH:7]=1. The catalyst class is: 426. (6) Reactant: [CH3:1][CH:2]1[CH2:6][S:5](=[O:8])(=[O:7])[N:4]([C:9]2[CH:17]=[CH:16][C:12]([C:13]([OH:15])=O)=[CH:11][CH:10]=2)[CH2:3]1.[CH:18]1([C:21]2[CH:22]=[C:23]([CH3:33])[C:24]([N:27]3[CH2:32][CH2:31][NH:30][CH2:29][CH2:28]3)=[N:25][CH:26]=2)[CH2:20][CH2:19]1.ON1C2C=CC=CC=2N=N1.Cl.C(N=C=NCCCN(C)C)C. Product: [CH:18]1([C:21]2[CH:22]=[C:23]([CH3:33])[C:24]([N:27]3[CH2:28][CH2:29][N:30]([C:13]([C:12]4[CH:11]=[CH:10][C:9]([N:4]5[CH2:3][CH:2]([CH3:1])[CH2:6][S:5]5(=[O:7])=[O:8])=[CH:17][CH:16]=4)=[O:15])[CH2:31][CH2:32]3)=[N:25][CH:26]=2)[CH2:20][CH2:19]1. The catalyst class is: 30. (7) Product: [NH2:54][C:53]1[C:48]2[C:47]([I:55])=[CH:46][N:45]([C@@H:42]3[CH2:41][CH2:40][C@H:39]([NH:38][C:1](=[O:4])[CH3:2])[CH2:44][CH2:43]3)[C:49]=2[N:50]=[CH:51][N:52]=1. The catalyst class is: 2. Reactant: [C:1]([OH:4])(=O)[CH3:2].CCN(C(C)C)C(C)C.CN(C(ON1N=NC2C=CC=NC1=2)=[N+](C)C)C.F[P-](F)(F)(F)(F)F.[NH2:38][C@@H:39]1[CH2:44][CH2:43][C@H:42]([N:45]2[C:49]3[N:50]=[CH:51][N:52]=[C:53]([NH2:54])[C:48]=3[C:47]([I:55])=[CH:46]2)[CH2:41][CH2:40]1.